Dataset: Reaction yield outcomes from USPTO patents with 853,638 reactions. Task: Predict the reaction yield, written as a fraction of the theoretical maximum amount of product (1.0 means a 100% yield; for example, 0.34 means a 34% yield). The reactants are [C@@H:1]1([N:9]2[C:19]3[N:18]=[C:16]([NH2:17])[NH:15][C:13](=[O:14])[C:12]=3[N:11]=[CH:10]2)[O:8][C@H:5]([CH2:6][OH:7])[C@@H:3]([OH:4])[CH2:2]1.C[Si](C)(C)Cl.[C:25](O[C:25](=[O:29])[CH:26]([CH3:28])[CH3:27])(=[O:29])[CH:26]([CH3:28])[CH3:27].N. The catalyst is N1C=CC=CC=1.O. The product is [C:25]([NH:17][C:16]1[NH:15][C:13](=[O:14])[C:12]2[N:11]=[CH:10][N:9]([C:19]=2[N:18]=1)[C@@H:1]1[O:8][C@H:5]([CH2:6][OH:7])[C@@H:3]([OH:4])[CH2:2]1)(=[O:29])[CH:26]([CH3:28])[CH3:27]. The yield is 0.750.